Task: Predict the reaction yield, written as a fraction of the theoretical maximum amount of product (1.0 means a 100% yield; for example, 0.34 means a 34% yield).. Dataset: Reaction yield outcomes from USPTO patents with 853,638 reactions (1) The reactants are [Br:1][C:2]1[CH:10]=[CH:9][CH:8]=[C:7]2[C:3]=1[C:4]([C:19]1[CH:24]=[C:23]([F:25])[C:22]([F:26])=[CH:21][C:20]=1[OH:27])(O)[C:5](=[O:17])[N:6]2[CH2:11][C:12]([O:14][CH2:15][CH3:16])=[O:13].C([SiH](CC)CC)C.FC(F)(F)C(O)=O. The catalyst is C(OCC)(=O)C. The product is [Br:1][C:2]1[CH:10]=[CH:9][CH:8]=[C:7]2[C:3]=1[CH:4]([C:19]1[CH:24]=[C:23]([F:25])[C:22]([F:26])=[CH:21][C:20]=1[OH:27])[C:5](=[O:17])[N:6]2[CH2:11][C:12]([O:14][CH2:15][CH3:16])=[O:13]. The yield is 0.430. (2) The reactants are [O:1]1[C:5]2[CH:6]=[CH:7][C:8]([CH:10]([C:12]3[CH:17]=[CH:16][C:15]([O:18][CH3:19])=[C:14]([O:20][CH2:21][CH3:22])[CH:13]=3)[OH:11])=[CH:9][C:4]=2[O:3][CH2:2]1. The catalyst is C(Cl)Cl.O=[Mn]=O. The product is [O:1]1[C:5]2[CH:6]=[CH:7][C:8]([C:10]([C:12]3[CH:17]=[CH:16][C:15]([O:18][CH3:19])=[C:14]([O:20][CH2:21][CH3:22])[CH:13]=3)=[O:11])=[CH:9][C:4]=2[O:3][CH2:2]1. The yield is 0.980. (3) The reactants are [C:1]([O:5][C:6]([N:8]1[C:13]2[CH:14]=[C:15]([Cl:26])[C:16]([O:18][CH2:19][C:20]3[CH:25]=[CH:24][CH:23]=[CH:22][CH:21]=3)=[CH:17][C:12]=2[O:11][CH:10]([C:27]([OH:29])=O)[CH2:9]1)=[O:7])([CH3:4])([CH3:3])[CH3:2].[F:30][C:31]1[CH:43]=[CH:42][C:34]([O:35][CH:36]2[CH2:41][CH2:40][NH:39][CH2:38][CH2:37]2)=[CH:33][CH:32]=1.CCN=C=NCCCN(C)C.C1C=CC2N(O)N=NC=2C=1.CCN(C(C)C)C(C)C. The catalyst is CN(C=O)C.O. The product is [C:1]([O:5][C:6]([N:8]1[C:13]2[CH:14]=[C:15]([Cl:26])[C:16]([O:18][CH2:19][C:20]3[CH:25]=[CH:24][CH:23]=[CH:22][CH:21]=3)=[CH:17][C:12]=2[O:11][CH:10]([C:27]([N:39]2[CH2:38][CH2:37][CH:36]([O:35][C:34]3[CH:42]=[CH:43][C:31]([F:30])=[CH:32][CH:33]=3)[CH2:41][CH2:40]2)=[O:29])[CH2:9]1)=[O:7])([CH3:2])([CH3:3])[CH3:4]. The yield is 0.142. (4) The reactants are [NH2:1][C@@H:2]([CH2:25][C:26]1[CH:27]=[N:28][C:29]([C:32]([F:35])([F:34])[CH3:33])=[CH:30][CH:31]=1)[CH2:3][NH:4][C:5]1[S:6][C:7]([C:14]2[CH:15]=[C:16]3[C:21](=[CH:22][CH:23]=2)[CH:20]=[N:19][C:18]([F:24])=[CH:17]3)=[C:8]([C:10](OC)=[O:11])[N:9]=1.[BH4-].[Na+].CO. The catalyst is O. The product is [NH2:1][C@@H:2]([CH2:25][C:26]1[CH:27]=[N:28][C:29]([C:32]([F:34])([F:35])[CH3:33])=[CH:30][CH:31]=1)[CH2:3][NH:4][C:5]1[S:6][C:7]([C:14]2[CH:15]=[C:16]3[C:21](=[CH:22][CH:23]=2)[CH:20]=[N:19][C:18]([F:24])=[CH:17]3)=[C:8]([CH2:10][OH:11])[N:9]=1. The yield is 0.530. (5) The reactants are [CH:1]1([C:7]([C:9]2[CH:14]=[CH:13][C:12]([F:15])=[CH:11][CH:10]=2)=[O:8])[CH2:6][CH2:5][CH2:4][CH2:3][CH2:2]1.OS(O)(=O)=O.[N+:21]([O-])([OH:23])=[O:22]. No catalyst specified. The product is [CH:1]1([C:7]([C:9]2[CH:14]=[CH:13][C:12]([F:15])=[C:11]([N+:21]([O-:23])=[O:22])[CH:10]=2)=[O:8])[CH2:2][CH2:3][CH2:4][CH2:5][CH2:6]1. The yield is 0.520. (6) The reactants are [NH2:1][C:2]1[N:7]=[C:6]([NH:8][CH:9]2[CH2:17][C:16]3[C:11](=[CH:12][CH:13]=[CH:14][CH:15]=3)[CH2:10]2)[N:5]=[C:4]([NH:18][CH2:19][C:20]2[CH:28]=[CH:27][C:23]([C:24](O)=[O:25])=[CH:22][CH:21]=2)[N:3]=1.CCN(CC)CC.CN([P+](O[N:47]1N=[N:54][C:49]2[CH:50]=[CH:51][CH:52]=[CH:53][C:48]1=2)(N(C)C)N(C)C)C.F[P-](F)(F)(F)(F)F.C1(N)C=CC=CC=1N.[NH4+].[Cl-]. The catalyst is CN(C=O)C.CCOC(C)=O. The product is [NH2:1][C:2]1[N:7]=[C:6]([NH:8][CH:9]2[CH2:17][C:16]3[C:11](=[CH:12][CH:13]=[CH:14][CH:15]=3)[CH2:10]2)[N:5]=[C:4]([NH:18][CH2:19][C:20]2[CH:28]=[CH:27][C:23]([C:24]([NH:47][C:48]3[CH:53]=[CH:52][CH:51]=[CH:50][C:49]=3[NH2:54])=[O:25])=[CH:22][CH:21]=2)[N:3]=1. The yield is 0.630. (7) The reactants are [F:1][C:2]1[CH:3]=[C:4]([CH:16]=[C:17]([S:19]([CH3:22])(=[O:21])=[O:20])[CH:18]=1)[O:5][CH2:6][CH2:7][NH:8]C(=O)OC(C)(C)C.Cl.[OH-].[Na+]. The catalyst is CCO. The product is [F:1][C:2]1[CH:3]=[C:4]([CH:16]=[C:17]([S:19]([CH3:22])(=[O:21])=[O:20])[CH:18]=1)[O:5][CH2:6][CH2:7][NH2:8]. The yield is 0.770.